This data is from Forward reaction prediction with 1.9M reactions from USPTO patents (1976-2016). The task is: Predict the product of the given reaction. (1) The product is: [CH3:1][NH:2][CH2:7][CH2:8][C:9]1[CH:10]=[C:11]2[C:12](=[CH:13][CH:14]=1)[NH:15][N:29]=[C:18]2[S:19]([C:22]1[CH:27]=[CH:26][CH:25]=[CH:24][CH:23]=1)(=[O:21])=[O:20]. Given the reactants [CH3:1][N:2]([CH2:7][CH2:8][C:9]1[CH:14]=[CH:13][C:12]([N+:15]([O-])=O)=[C:11]([CH2:18][S:19]([C:22]2[CH:27]=[CH:26][CH:25]=[CH:24][CH:23]=2)(=[O:21])=[O:20])[CH:10]=1)C(=O)OC.C[N:29](CCC1C=CC([N+]([O-])=O)=CC=1)C(=O)OC, predict the reaction product. (2) Given the reactants [C:1]([O:5][C:6](=[O:29])[NH:7][C:8]1(/[CH:16]=[CH:17]/[C:18]2[CH:23]=[CH:22][C:21]([OH:24])=[C:20]([C:25]([F:28])([F:27])[F:26])[CH:19]=2)[CH2:13][O:12][C:11]([CH3:15])([CH3:14])[O:10][CH2:9]1)([CH3:4])([CH3:3])[CH3:2].C(=O)([O-])[O-].[K+].[K+].[C:36]1([CH2:42][CH2:43][CH2:44]Br)[CH:41]=[CH:40][CH:39]=[CH:38][CH:37]=1.O, predict the reaction product. The product is: [C:1]([O:5][C:6](=[O:29])[NH:7][C:8]1(/[CH:16]=[CH:17]/[C:18]2[CH:23]=[CH:22][C:21]([O:24][CH2:44][CH2:43][CH2:42][C:36]3[CH:41]=[CH:40][CH:39]=[CH:38][CH:37]=3)=[C:20]([C:25]([F:28])([F:26])[F:27])[CH:19]=2)[CH2:13][O:12][C:11]([CH3:15])([CH3:14])[O:10][CH2:9]1)([CH3:2])([CH3:3])[CH3:4]. (3) Given the reactants [H-].[Na+].[CH2:3]([N:10]([CH2:25][C:26]1[CH:31]=[CH:30][CH:29]=[CH:28][CH:27]=1)[C@H:11]([CH3:24])[CH2:12][C:13]1[C:21]2[C:16](=[C:17]([F:23])[CH:18]=[C:19]([F:22])[CH:20]=2)[NH:15][CH:14]=1)[C:4]1[CH:9]=[CH:8][CH:7]=[CH:6][CH:5]=1.I[CH3:33], predict the reaction product. The product is: [CH2:25]([N:10]([CH2:3][C:4]1[CH:5]=[CH:6][CH:7]=[CH:8][CH:9]=1)[C@H:11]([CH3:24])[CH2:12][C:13]1[C:21]2[C:16](=[C:17]([F:23])[CH:18]=[C:19]([F:22])[CH:20]=2)[N:15]([CH3:33])[CH:14]=1)[C:26]1[CH:27]=[CH:28][CH:29]=[CH:30][CH:31]=1. (4) Given the reactants [NH2:1][CH:2]1[CH2:11][C:10]2[C:9]([C:12]([NH2:14])=[O:13])=[CH:8][CH:7]=[C:6]([F:15])[C:5]=2[O:4][CH2:3]1.C(N(CC)C(C)C)(C)C.Br[CH2:26][CH2:27][CH2:28][C:29]1[C:37]2[C:32](=[CH:33][CH:34]=[C:35]([C:38]#[N:39])[CH:36]=2)[NH:31][CH:30]=1, predict the reaction product. The product is: [C:38]([C:35]1[CH:36]=[C:37]2[C:32](=[CH:33][CH:34]=1)[NH:31][CH:30]=[C:29]2[CH2:28][CH2:27][CH2:26][NH:1][CH:2]1[CH2:11][C:10]2[C:9]([C:12]([NH2:14])=[O:13])=[CH:8][CH:7]=[C:6]([F:15])[C:5]=2[O:4][CH2:3]1)#[N:39]. (5) Given the reactants [C:1]([O:5][C:6]([NH:8][C@H:9]([C:14]([OH:16])=O)[C@H:10]([CH2:12][CH3:13])[CH3:11])=[O:7])([CH3:4])([CH3:3])[CH3:2].Cl.CN(C)CCCN=C=NCC.O.ON1C2C=CC=CC=2N=N1.C(N(CC)C(C)C)(C)C.FC(F)(F)C(O)=O.[NH2:56][C@H:57]([C:59]([O:61][CH2:62][CH2:63][O:64][C:65]1[CH:70]=[CH:69][C:68]([C:71]2[C:76]([C:77]#[N:78])=[C:75]([N:79]3[CH2:83][CH2:82][CH2:81][CH2:80]3)[N:74]=[C:73]([S:84][CH2:85][C:86]3[N:87]=[C:88]([C:91]4[CH:96]=[CH:95][C:94]([Cl:97])=[CH:93][CH:92]=4)[S:89][CH:90]=3)[C:72]=2[C:98]#[N:99])=[CH:67][CH:66]=1)=[O:60])[CH3:58], predict the reaction product. The product is: [C:1]([O:5][C:6]([NH:8][C@H:9]([C:14]([NH:56][C@H:57]([C:59]([O:61][CH2:62][CH2:63][O:64][C:65]1[CH:70]=[CH:69][C:68]([C:71]2[C:76]([C:77]#[N:78])=[C:75]([N:79]3[CH2:80][CH2:81][CH2:82][CH2:83]3)[N:74]=[C:73]([S:84][CH2:85][C:86]3[N:87]=[C:88]([C:91]4[CH:92]=[CH:93][C:94]([Cl:97])=[CH:95][CH:96]=4)[S:89][CH:90]=3)[C:72]=2[C:98]#[N:99])=[CH:67][CH:66]=1)=[O:60])[CH3:58])=[O:16])[C@H:10]([CH2:12][CH3:13])[CH3:11])=[O:7])([CH3:2])([CH3:3])[CH3:4].